Predict the reaction yield, written as a fraction of the theoretical maximum amount of product (1.0 means a 100% yield; for example, 0.34 means a 34% yield). From a dataset of Reaction yield outcomes from USPTO patents with 853,638 reactions. (1) The reactants are C([Li])(CC)C.CCCCCC.C1CCCCC1.[Cl:18][C:19]1[CH:24]=[CH:23][N:22]=[C:21]2[N:25]([Si:28]([CH:35]([CH3:37])[CH3:36])([CH:32]([CH3:34])[CH3:33])[CH:29]([CH3:31])[CH3:30])[CH:26]=[CH:27][C:20]=12.CS[S:40][CH3:41].[OH-:42].[Na+].[OH:44]O. The catalyst is O1CCCC1.[NH4+].[NH4+].O.O.O.O.[O-][Mo]([O-])(=O)=O.O. The product is [Cl:18][C:19]1[C:24]([S:40]([CH3:41])(=[O:44])=[O:42])=[CH:23][N:22]=[C:21]2[N:25]([Si:28]([CH:32]([CH3:34])[CH3:33])([CH:35]([CH3:37])[CH3:36])[CH:29]([CH3:30])[CH3:31])[CH:26]=[CH:27][C:20]=12. The yield is 0.490. (2) The reactants are [Cl:1][C:2]1[CH:7]=[CH:6][C:5]([CH:8]2[CH2:13][C:12](=[O:14])[NH:11][C:10]([CH3:15])=[C:9]2[C:16]([OH:18])=O)=[C:4]([F:19])[CH:3]=1.[NH2:20][C:21]1[CH:22]=[C:23]2[C:27](=[CH:28][CH:29]=1)[NH:26][N:25]=[C:24]2[Br:30].C(Cl)CCl.CCN(CC)CC. The catalyst is CN(C=O)C.CCOC(C)=O.Cl. The product is [Br:30][C:24]1[C:23]2[C:27](=[CH:28][CH:29]=[C:21]([NH:20][C:16]([C:9]3[CH:8]([C:5]4[CH:6]=[CH:7][C:2]([Cl:1])=[CH:3][C:4]=4[F:19])[CH2:13][C:12](=[O:14])[NH:11][C:10]=3[CH3:15])=[O:18])[CH:22]=2)[NH:26][N:25]=1. The yield is 0.100. (3) The reactants are [NH2:1][C:2]1[CH:6]=[C:5]([C:7]([O:9][CH3:10])=[O:8])[N:4]([CH2:11][C:12]2[CH:17]=[CH:16][C:15]([O:18][CH3:19])=[CH:14][CH:13]=2)[N:3]=1.[Cl:20][CH2:21][CH2:22][N:23]=[C:24]=[O:25].C(N(CC)C(C)C)(C)C. The catalyst is ClCCl. The product is [Cl:20][CH2:21][CH2:22][NH:23][C:24](=[O:25])[NH:1][C:2]1[CH:6]=[C:5]([C:7]([O:9][CH3:10])=[O:8])[N:4]([CH2:11][C:12]2[CH:13]=[CH:14][C:15]([O:18][CH3:19])=[CH:16][CH:17]=2)[N:3]=1. The yield is 0.730. (4) The reactants are [CH3:1][O:2][C:3]1[CH:4]=[C:5]2[C:9](=[CH:10][CH:11]=1)[NH:8][C:7]([C:12]#[N:13])=[CH:6]2.C([O-])([O-])=O.[K+].[K+].Cl[CH2:21][CH2:22][N:23]1[CH2:28][CH2:27][N:26]([CH3:29])[CH2:25][CH2:24]1.CN1C(=O)CCC1. The product is [CH3:1][O:2][C:3]1[CH:4]=[C:5]2[C:9](=[CH:10][CH:11]=1)[N:8]([CH2:21][CH2:22][N:23]1[CH2:28][CH2:27][N:26]([CH3:29])[CH2:25][CH2:24]1)[C:7]([C:12]#[N:13])=[CH:6]2. The catalyst is O. The yield is 0.260. (5) The reactants are C[O:2][C:3](=[O:35])[C:4]([C:7]1[CH:12]=[CH:11][C:10]([CH2:13][CH2:14][N:15]2[CH2:20][CH2:19][CH:18]([C:21]3[N:25]([CH2:26][CH2:27][O:28][CH2:29][CH3:30])[C:24]4[CH:31]=[CH:32][CH:33]=[CH:34][C:23]=4[N:22]=3)[CH2:17][CH2:16]2)=[CH:9][CH:8]=1)([CH3:6])[CH3:5].[OH-].[Na+].C(O)C.O. The catalyst is C(O)CCC.C(OC(=O)C)C.C(O)(=O)C. The product is [CH2:29]([O:28][CH2:27][CH2:26][N:25]1[C:24]2[CH:31]=[CH:32][CH:33]=[CH:34][C:23]=2[N:22]=[C:21]1[CH:18]1[CH2:19][CH2:20][N:15]([CH2:14][CH2:13][C:10]2[CH:9]=[CH:8][C:7]([C:4]([CH3:5])([CH3:6])[C:3]([OH:35])=[O:2])=[CH:12][CH:11]=2)[CH2:16][CH2:17]1)[CH3:30]. The yield is 0.900. (6) The reactants are [NH2:1][OH:2].C1COCC1.[N:8]1([C:14]([C:16]2[CH:17]=[C:18]([S:21](Cl)(=[O:23])=[O:22])[S:19][CH:20]=2)=[O:15])[CH2:13][CH2:12][O:11][CH2:10][CH2:9]1. The catalyst is O. The product is [OH:2][NH:1][S:21]([C:18]1[S:19][CH:20]=[C:16]([C:14]([N:8]2[CH2:13][CH2:12][O:11][CH2:10][CH2:9]2)=[O:15])[CH:17]=1)(=[O:23])=[O:22]. The yield is 0.400. (7) The reactants are C(OC([N:8](C(OC(C)(C)C)=O)[C:9]1[C:10]([C:27]2[N:31](C(OC(C)(C)C)=O)[C:30]3[CH:39]=[CH:40][CH:41]=[CH:42][C:29]=3[N:28]=2)=[N:11][C:12]([C:15]2[CH2:16][CH2:17][N:18]([C:21]3[CH:26]=[CH:25][CH:24]=[CH:23][CH:22]=3)[CH2:19][CH:20]=2)=[CH:13][N:14]=1)=O)(C)(C)C.C(O)(C(F)(F)F)=O. The catalyst is C(Cl)Cl. The product is [NH:28]1[C:29]2[CH:42]=[CH:41][CH:40]=[CH:39][C:30]=2[N:31]=[C:27]1[C:10]1[C:9]([NH2:8])=[N:14][CH:13]=[C:12]([C:15]2[CH2:16][CH2:17][N:18]([C:21]3[CH:22]=[CH:23][CH:24]=[CH:25][CH:26]=3)[CH2:19][CH:20]=2)[N:11]=1. The yield is 0.140. (8) The reactants are [CH:1]([C:3]1[CH:8]=[C:7]([O:9][CH3:10])[CH:6]=[CH:5][C:4]=1B(O)O)=[O:2].[CH3:14][C:15]1[CH:19]=[CH:18][NH:17][N:16]=1.N1C=CC=CC=1. The catalyst is C(Cl)Cl.CN(C=O)C.CC([O-])=O.CC([O-])=O.[Cu+2]. The product is [CH3:10][O:9][C:7]1[CH:6]=[CH:5][C:4]([N:17]2[CH:18]=[CH:19][C:15]([CH3:14])=[N:16]2)=[C:3]([CH:8]=1)[CH:1]=[O:2]. The yield is 0.0300. (9) The reactants are [Br:1][C:2]1[C:7]([F:8])=[CH:6][CH:5]=[C:4]([N+:9]([O-])=O)[C:3]=1[NH:12][C:13]1[CH:18]=[CH:17][CH:16]=[CH:15][CH:14]=1.[NH4+].[Cl-]. The catalyst is CO.O.[Fe]. The product is [Br:1][C:2]1[C:7]([F:8])=[CH:6][CH:5]=[C:4]([NH2:9])[C:3]=1[NH:12][C:13]1[CH:18]=[CH:17][CH:16]=[CH:15][CH:14]=1. The yield is 0.900.